This data is from Peptide-MHC class I binding affinity with 185,985 pairs from IEDB/IMGT. The task is: Regression. Given a peptide amino acid sequence and an MHC pseudo amino acid sequence, predict their binding affinity value. This is MHC class I binding data. (1) The peptide sequence is MGNGCFKIYH. The MHC is HLA-A31:01 with pseudo-sequence HLA-A31:01. The binding affinity (normalized) is 0.934. (2) The peptide sequence is KSISSIFGY. The MHC is HLA-A31:01 with pseudo-sequence HLA-A31:01. The binding affinity (normalized) is 0.588. (3) The peptide sequence is NLEKQIATL. The MHC is HLA-A02:06 with pseudo-sequence HLA-A02:06. The binding affinity (normalized) is 0.0415. (4) The peptide sequence is RPIVSTQLL. The MHC is HLA-B15:01 with pseudo-sequence HLA-B15:01. The binding affinity (normalized) is 0.0847. (5) The peptide sequence is QTFGRKLHLY. The MHC is Patr-B0101 with pseudo-sequence Patr-B0101. The binding affinity (normalized) is 0.230.